This data is from Retrosynthesis with 50K atom-mapped reactions and 10 reaction types from USPTO. The task is: Predict the reactants needed to synthesize the given product. (1) Given the product Cc1ccc(N2CCN(C(=O)c3ccc(Br)cc3F)CC2)c(C)c1, predict the reactants needed to synthesize it. The reactants are: Cc1ccc(N2CCNCC2)c(C)c1.O=C(O)c1ccc(Br)cc1F. (2) Given the product c1ccc(CCOCCCCCCCCCOC2CCCCO2)cc1, predict the reactants needed to synthesize it. The reactants are: BrCCCCCCCCCOC1CCCCO1.OCCc1ccccc1.